Dataset: Catalyst prediction with 721,799 reactions and 888 catalyst types from USPTO. Task: Predict which catalyst facilitates the given reaction. Reactant: Cl[C:2]1[CH:7]=[CH:6][C:5]([C:8](=[O:10])[CH3:9])=[CH:4][CH:3]=1.[CH3:11][CH:12]([S-:14])[CH3:13].[Na+].O. Product: [CH3:11][CH:12]([S:14][C:2]1[CH:7]=[CH:6][C:5]([C:8](=[O:10])[CH3:9])=[CH:4][CH:3]=1)[CH3:13]. The catalyst class is: 3.